This data is from Catalyst prediction with 721,799 reactions and 888 catalyst types from USPTO. The task is: Predict which catalyst facilitates the given reaction. (1) Reactant: C[O:2][C:3]([CH:5]1[N:10]([C:11](=[O:34])[CH:12]([NH:17][C:18]([NH:20][C:21]2([CH2:27][S:28](=[O:33])(=[O:32])[N:29]([CH3:31])[CH3:30])[CH2:26][CH2:25][CH2:24][CH2:23][CH2:22]2)=[O:19])[C:13]([CH3:16])([CH3:15])[CH3:14])[CH2:9][CH:8]2[CH:6]1[C:7]2([CH3:36])[CH3:35])=[O:4].O.[OH-].[Li+]. Product: [CH3:31][N:29]([CH3:30])[S:28]([CH2:27][C:21]1([NH:20][C:18](=[O:19])[NH:17][CH:12]([C:13]([CH3:16])([CH3:15])[CH3:14])[C:11]([N:10]2[CH2:9][CH:8]3[CH:6]([C:7]3([CH3:36])[CH3:35])[CH:5]2[C:3]([OH:4])=[O:2])=[O:34])[CH2:26][CH2:25][CH2:24][CH2:23][CH2:22]1)(=[O:33])=[O:32]. The catalyst class is: 20. (2) Reactant: Cl.[NH2:2][C@H:3]([CH2:33][C:34]1[CH:39]=[CH:38][CH:37]=[CH:36][CH:35]=1)[C:4]([N:6]1[CH2:11][CH2:10][CH:9]([N:12]2[N:21]=[C:20]([C:22]3[CH:27]=[CH:26][C:25]([O:28][CH3:29])=[C:24]([O:30][CH3:31])[CH:23]=3)[C@@H:19]3[C@@H:14]([CH2:15][CH2:16][CH2:17][CH2:18]3)[C:13]2=[O:32])[CH2:8][CH2:7]1)=[O:5].[CH:40]1([CH2:43][O:44][C:45]2[CH:50]=[C:49]([O:51][CH3:52])[C:48]([F:53])=[CH:47][C:46]=2[C:54]2[C:55]3[NH:62][CH:61]=[C:60]([C:63](O)=[O:64])[C:56]=3[N:57]=[CH:58][N:59]=2)[CH2:42][CH2:41]1.CN(C(ON1N=NC2C=CC=NC1=2)=[N+](C)C)C.F[P-](F)(F)(F)(F)F.CCN(C(C)C)C(C)C.C(=O)(O)[O-].[Na+]. Product: [CH:40]1([CH2:43][O:44][C:45]2[CH:50]=[C:49]([O:51][CH3:52])[C:48]([F:53])=[CH:47][C:46]=2[C:54]2[C:55]3[NH:62][CH:61]=[C:60]([C:63]([NH:2][C@H:3]([CH2:33][C:34]4[CH:35]=[CH:36][CH:37]=[CH:38][CH:39]=4)[C:4]([N:6]4[CH2:7][CH2:8][CH:9]([N:12]5[N:21]=[C:20]([C:22]6[CH:27]=[CH:26][C:25]([O:28][CH3:29])=[C:24]([O:30][CH3:31])[CH:23]=6)[C@@H:19]6[C@@H:14]([CH2:15][CH2:16][CH2:17][CH2:18]6)[C:13]5=[O:32])[CH2:10][CH2:11]4)=[O:5])=[O:64])[C:56]=3[N:57]=[CH:58][N:59]=2)[CH2:42][CH2:41]1. The catalyst class is: 2. (3) Reactant: C(OC(=O)[NH:7][C:8]1[S:12][C:11]2[CH:13]=[CH:14][CH:15]=[CH:16][C:10]=2[C:9]=1[C:17]1[CH:22]=[CH:21][CH:20]=[CH:19][CH:18]=1)(C)(C)C.Cl. Product: [C:17]1([C:9]2[C:10]3[CH:16]=[CH:15][CH:14]=[CH:13][C:11]=3[S:12][C:8]=2[NH2:7])[CH:18]=[CH:19][CH:20]=[CH:21][CH:22]=1. The catalyst class is: 12.